This data is from Reaction yield outcomes from USPTO patents with 853,638 reactions. The task is: Predict the reaction yield, written as a fraction of the theoretical maximum amount of product (1.0 means a 100% yield; for example, 0.34 means a 34% yield). (1) The reactants are [CH2:1]([Li])[CH2:2][CH2:3][CH3:4].[NH:6]1[C:14]2[C:9](=[CH:10][CH:11]=[CH:12][CH:13]=2)[CH2:8][C:7]1=[O:15].CN(CCN(C)C)C.ICCCCI.[Cl-].[NH4+]. The catalyst is C1COCC1. The product is [NH:6]1[C:14]2[C:9](=[CH:10][CH:11]=[CH:12][CH:13]=2)[C:8]2([CH2:4][CH2:3][CH2:2][CH2:1]2)[C:7]1=[O:15]. The yield is 0.420. (2) The reactants are [NH2:1][C:2]1[CH:3]=[CH:4][C:5]2[CH2:9][O:8][B:7]([OH:10])[C:6]=2[CH:11]=1.CCN(CC)CC.[F:19][C:20]([F:31])([F:30])[C:21]1[CH:29]=[CH:28][CH:27]=[CH:26][C:22]=1[C:23](Cl)=[O:24]. The catalyst is C(Cl)Cl. The product is [OH:10][B:7]1[C:6]2[CH:11]=[C:2]([NH:1][C:23](=[O:24])[C:22]3[CH:26]=[CH:27][CH:28]=[CH:29][C:21]=3[C:20]([F:19])([F:30])[F:31])[CH:3]=[CH:4][C:5]=2[CH2:9][O:8]1. The yield is 0.610. (3) The reactants are C([O-])(=O)C.C([O:8][CH2:9][C:10]1[C:11]([N:42]2[CH2:54][CH2:53][N:45]3[C:46]4[CH2:47][CH2:48][CH2:49][CH2:50][C:51]=4[CH:52]=[C:44]3[C:43]2=[O:55])=[N:12][CH:13]=[CH:14][C:15]=1[C:16]1[CH:21]=[C:20]([NH:22][C:23]2[CH:28]=[CH:27][C:26]([N:29]3[CH2:34][CH2:33][N:32]([CH:35]4[CH2:38][O:37][CH2:36]4)[CH2:31][C@@H:30]3[CH3:39])=[CH:25][N:24]=2)[C:19](=[O:40])[N:18]([CH3:41])[CH:17]=1)(=O)C.O[Li].O. The catalyst is CC(O)C.C1COCC1.O. The product is [OH:8][CH2:9][C:10]1[C:11]([N:42]2[CH2:54][CH2:53][N:45]3[C:46]4[CH2:47][CH2:48][CH2:49][CH2:50][C:51]=4[CH:52]=[C:44]3[C:43]2=[O:55])=[N:12][CH:13]=[CH:14][C:15]=1[C:16]1[CH:21]=[C:20]([NH:22][C:23]2[CH:28]=[CH:27][C:26]([N:29]3[CH2:34][CH2:33][N:32]([CH:35]4[CH2:38][O:37][CH2:36]4)[CH2:31][C@@H:30]3[CH3:39])=[CH:25][N:24]=2)[C:19](=[O:40])[N:18]([CH3:41])[CH:17]=1. The yield is 0.850. (4) The reactants are [CH3:1][CH:2]([CH3:34])[CH2:3][O:4][C:5]([N:7]1[C:15]2[C:10](=[N:11][CH:12]=[C:13]([C:16]3[CH:17]=[CH:18][C:19]4[O:25][CH2:24][CH2:23][N:22](C(OC(C)(C)C)=O)[CH2:21][C:20]=4[CH:33]=3)[CH:14]=2)[N:9]=[CH:8]1)=[O:6].FC(F)(F)C(O)=O. The catalyst is C(Cl)(Cl)Cl. The product is [O:25]1[C:19]2[CH:18]=[CH:17][C:16]([C:13]3[CH:14]=[C:15]4[N:7]([C:5]([O:4][CH2:3][CH:2]([CH3:34])[CH3:1])=[O:6])[CH:8]=[N:9][C:10]4=[N:11][CH:12]=3)=[CH:33][C:20]=2[CH2:21][NH:22][CH2:23][CH2:24]1. The yield is 0.900. (5) The reactants are C(N(C(C)C)CC)(C)C.[NH2:10][C:11]1[CH:26]=[CH:25][C:24]([Cl:27])=[CH:23][C:12]=1[C:13]([NH:15][CH2:16][CH:17]1[CH2:22][CH2:21][CH2:20][CH2:19][CH2:18]1)=[O:14].[C:28]1([C:38](Cl)=[O:39])[C:37]2[C:32](=[CH:33][CH:34]=[CH:35][CH:36]=2)[CH:31]=[CH:30][CH:29]=1. No catalyst specified. The product is [Cl:27][C:24]1[CH:25]=[CH:26][C:11]([NH:10][C:38]([C:28]2[C:37]3[C:32](=[CH:33][CH:34]=[CH:35][CH:36]=3)[CH:31]=[CH:30][CH:29]=2)=[O:39])=[C:12]([C:13]([NH:15][CH2:16][CH:17]2[CH2:22][CH2:21][CH2:20][CH2:19][CH2:18]2)=[O:14])[CH:23]=1. The yield is 0.430. (6) The reactants are [Cl:1][C:2]1[N:7]=[CH:6][N+:5]([O-])=[C:4]2[CH2:9][CH2:10][C@@H:11]([CH3:12])[C:3]=12.[C:13]([O:16]C(=O)C)(=[O:15])[CH3:14]. No catalyst specified. The product is [C:13]([O:16][CH:9]1[C:4]2[N:5]=[CH:6][N:7]=[C:2]([Cl:1])[C:3]=2[C@H:11]([CH3:12])[CH2:10]1)(=[O:15])[CH3:14]. The yield is 0.700. (7) The reactants are [Cl:1][C:2]1[CH:10]=[CH:9][N:8]=[C:7]2[C:3]=1[CH:4]=[CH:5][NH:6]2.[CH2:11]=O.Cl.[CH3:14][NH:15][CH3:16]. The catalyst is C(O)CCC.C(OCC)C. The product is [Cl:1][C:2]1[CH:10]=[CH:9][N:8]=[C:7]2[NH:6][CH:5]=[C:4]([CH2:14][N:15]([CH3:11])[CH3:16])[C:3]=12. The yield is 0.700. (8) The reactants are [F:1][C:2]1[CH:3]=[C:4]2[C:8](=[C:9]([C:12]([OH:14])=O)[C:10]=1[F:11])[NH:7][CH:6]=[CH:5]2.CN(C(ON1N=NC2C=CC=CC1=2)=[N+](C)C)C.[B-](F)(F)(F)F.C(N(CC)C(C)C)(C)C.[C:46]([C:50]1[CH:70]=[CH:69][C:53]([CH2:54][NH:55][CH2:56][CH2:57][C:58]2[CH:63]=[CH:62][CH:61]=[C:60]([O:64][C:65]([F:68])([F:67])[F:66])[CH:59]=2)=[CH:52][CH:51]=1)([CH3:49])([CH3:48])[CH3:47]. The catalyst is CN(C=O)C.O. The product is [C:46]([C:50]1[CH:70]=[CH:69][C:53]([CH2:54][N:55]([CH2:56][CH2:57][C:58]2[CH:63]=[CH:62][CH:61]=[C:60]([O:64][C:65]([F:68])([F:67])[F:66])[CH:59]=2)[C:12]([C:9]2[C:10]([F:11])=[C:2]([F:1])[CH:3]=[C:4]3[C:8]=2[NH:7][CH:6]=[CH:5]3)=[O:14])=[CH:52][CH:51]=1)([CH3:49])([CH3:47])[CH3:48]. The yield is 0.380. (9) The reactants are [F:1][C:2]([F:24])([F:23])[C:3]1[CH:4]=[C:5]([C:13]2[N:17]=[CH:16][N:15](/[CH:18]=[CH:19]\[C:20]([OH:22])=O)[N:14]=2)[CH:6]=[C:7]([C:9]([F:12])([F:11])[F:10])[CH:8]=1.[NH:25]([C:27]1[CH:36]=[N:35][C:34]2[C:29](=[CH:30][CH:31]=[CH:32][CH:33]=2)[N:28]=1)[NH2:26].C(P1(=O)OP(CCC)(=O)OP(CCC)(=O)O1)CC.CCN(C(C)C)C(C)C. The catalyst is CCOC(C)=O. The product is [F:23][C:2]([F:1])([F:24])[C:3]1[CH:4]=[C:5]([C:13]2[N:17]=[CH:16][N:15](/[CH:18]=[CH:19]\[C:20]([NH:26][NH:25][C:27]3[CH:36]=[N:35][C:34]4[C:29](=[CH:30][CH:31]=[CH:32][CH:33]=4)[N:28]=3)=[O:22])[N:14]=2)[CH:6]=[C:7]([C:9]([F:10])([F:12])[F:11])[CH:8]=1. The yield is 0.200.